From a dataset of Reaction yield outcomes from USPTO patents with 853,638 reactions. Predict the reaction yield, written as a fraction of the theoretical maximum amount of product (1.0 means a 100% yield; for example, 0.34 means a 34% yield). (1) The reactants are C[Si](Cl)(C)C.[H-].[Al+3].[Li+].[H-].[H-].[H-].[C:12]([C:16]1[CH:17]=[C:18]([P:28]([C:42]2[CH:47]=[C:46]([C:48]([CH3:51])([CH3:50])[CH3:49])[C:45]([O:52][CH3:53])=[C:44]([C:54]([CH3:57])([CH3:56])[CH3:55])[CH:43]=2)[C:29]2[CH:34]=[CH:33][CH:32]=[CH:31][C:30]=2[P:35](OCC)OCC)[CH:19]=[C:20]([C:24]([CH3:27])([CH3:26])[CH3:25])[C:21]=1[O:22][CH3:23])([CH3:15])([CH3:14])[CH3:13].[OH-].[Na+]. The catalyst is O.C1COCC1. The product is [C:24]([C:20]1[CH:19]=[C:18]([P:28]([C:42]2[CH:47]=[C:46]([C:48]([CH3:51])([CH3:50])[CH3:49])[C:45]([O:52][CH3:53])=[C:44]([C:54]([CH3:57])([CH3:56])[CH3:55])[CH:43]=2)[C:29]2[CH:34]=[CH:33][CH:32]=[CH:31][C:30]=2[PH2:35])[CH:17]=[C:16]([C:12]([CH3:15])([CH3:14])[CH3:13])[C:21]=1[O:22][CH3:23])([CH3:25])([CH3:26])[CH3:27]. The yield is 0.940. (2) The reactants are [F:1][C:2]([F:16])([F:15])[C:3]1[C:4]2[O:14][CH2:13][O:12][C:5]=2[CH:6]=[C:7]([CH:11]=1)[C:8]([OH:10])=O.[CH2:17]([NH2:21])[CH:18]([CH3:20])[CH3:19].C(N(CC)CC)C.CN(C(ON1N=NC2C=CC=CC1=2)=[N+](C)C)C.F[P-](F)(F)(F)(F)F. The catalyst is O.ClCCl. The product is [CH2:17]([NH:21][C:8](=[O:10])[C:7]1[CH:11]=[C:3]([C:2]([F:1])([F:16])[F:15])[C:4]2[O:14][CH2:13][O:12][C:5]=2[CH:6]=1)[CH:18]([CH3:20])[CH3:19]. The yield is 0.780. (3) The reactants are [C:1]([O:4][C@@H:5]1[CH2:9][C@H:8]([C:10]2[N:14]3[C:15]4[CH:21]=[CH:20][N:19]([S:22]([C:25]5[CH:31]=[CH:30][C:28]([CH3:29])=[CH:27][CH:26]=5)(=[O:24])=[O:23])[C:16]=4[N:17]=[CH:18][C:13]3=[CH:12][N:11]=2)[N:7]([C:32](=[O:34])[CH3:33])[CH2:6]1)(=[O:3])[CH3:2].C1C(=O)N([Br:42])C(=O)C1.C([O-])(O)=O.[Na+]. The catalyst is C1COCC1.C1C(=O)N(Br)C(=O)C1. The product is [C:1]([O:4][C@@H:5]1[CH2:9][C@H:8]([C:10]2[N:14]3[C:15]4[CH:21]=[CH:20][N:19]([S:22]([C:25]5[CH:26]=[CH:27][C:28]([CH3:29])=[CH:30][CH:31]=5)(=[O:23])=[O:24])[C:16]=4[N:17]=[CH:18][C:13]3=[C:12]([Br:42])[N:11]=2)[N:7]([C:32](=[O:34])[CH3:33])[CH2:6]1)(=[O:3])[CH3:2]. The yield is 0.780. (4) The reactants are [C:1]([C:3]1[C:4](=[O:18])[N:5]2[C:9](=[CH:10][C:11]=1[CH3:12])[C:8]([OH:13])=[C:7](C(OC)=O)[CH2:6]2)#[N:2].Cl. The catalyst is C(O)(=O)C. The product is [CH3:12][C:11]1[CH:10]=[C:9]2[N:5]([CH2:6][CH2:7][C:8]2=[O:13])[C:4](=[O:18])[C:3]=1[C:1]#[N:2]. The yield is 0.978. (5) The reactants are [Cl:1][C:2]1[CH:10]=[CH:9][CH:8]=[C:7]2[C:3]=1[CH:4]=[CH:5][NH:6]2.Br[CH2:12][CH2:13][CH:14]([O:17][CH3:18])[O:15][CH3:16].[OH-].[K+]. The catalyst is CN(C=O)C. The product is [Cl:1][C:2]1[CH:10]=[CH:9][CH:8]=[C:7]2[C:3]=1[CH:4]=[CH:5][N:6]2[CH2:12][CH2:13][CH:14]([O:17][CH3:18])[O:15][CH3:16]. The yield is 0.990. (6) The reactants are C[Si](C)(C)[C:3]1[S:4][CH:5]=[CH:6][N:7]=1.C([Li])CCC.[CH2:15]1[O:25][C:18]2([CH2:23][CH2:22][C:21](=[O:24])[CH2:20][CH2:19]2)[O:17][CH2:16]1.O. The catalyst is C1COCC1.CCOC(C)=O. The product is [S:4]1[C:5]([C:21]2([OH:24])[CH2:22][CH2:23][C:18]3([O:25][CH2:15][CH2:16][O:17]3)[CH2:19][CH2:20]2)=[CH:6][N:7]=[CH:3]1. The yield is 0.900.